From a dataset of Reaction yield outcomes from USPTO patents with 853,638 reactions. Predict the reaction yield, written as a fraction of the theoretical maximum amount of product (1.0 means a 100% yield; for example, 0.34 means a 34% yield). (1) The reactants are [O:1]=[C:2]1[N:10]([CH2:11][CH2:12][CH3:13])[C:9]2[N:8]=[C:7]([C:14]34[CH:20]5[CH:21]6[CH:15]3[CH:16]3[CH:19]4[CH:18]5[C:17]36[C:22](O)=[O:23])[NH:6][C:5]=2[C:4](=[O:25])[N:3]1[CH2:26][CH2:27][CH3:28].CN(C(ON1N=NC2C=CC=NC1=2)=[N+](C)C)C.F[P-](F)(F)(F)(F)F.CCN(C(C)C)C(C)C.[BH4-].[Na+].Cl. The catalyst is CC#N. The product is [OH:23][CH2:22][C:17]12[CH:18]3[CH:19]4[C:14]5([C:7]6[NH:6][C:5]7[C:4](=[O:25])[N:3]([CH2:26][CH2:27][CH3:28])[C:2](=[O:1])[N:10]([CH2:11][CH2:12][CH3:13])[C:9]=7[N:8]=6)[CH:20]3[CH:21]1[CH:15]5[CH:16]24. The yield is 0.520. (2) The reactants are [CH3:1][N:2]1[C:6]([C:7]2[CH:8]=[C:9]([C:12]([OH:14])=O)[S:10][CH:11]=2)=[CH:5][CH:4]=[N:3]1.[NH2:15][C@@H:16]([CH2:29][C:30]1[CH:35]=[CH:34][C:33]([F:36])=[CH:32][C:31]=1[F:37])[CH2:17][N:18]1[C:26](=[O:27])[C:25]2[C:20](=[CH:21][CH:22]=[CH:23][CH:24]=2)[C:19]1=[O:28].FC1C=CC=C(F)C=1C[C@@H](C(O)=O)N.C1CN([P+](Br)(N2CCCC2)N2CCCC2)CC1.F[P-](F)(F)(F)(F)F.CCN(C(C)C)C(C)C. The catalyst is C(Cl)(Cl)Cl. The product is [F:37][C:31]1[CH:32]=[C:33]([F:36])[CH:34]=[CH:35][C:30]=1[CH2:29][C@H:16]([NH:15][C:12]([C:9]1[S:10][CH:11]=[C:7]([C:6]2[N:2]([CH3:1])[N:3]=[CH:4][CH:5]=2)[CH:8]=1)=[O:14])[CH2:17][N:18]1[C:26](=[O:27])[C:25]2[C:20](=[CH:21][CH:22]=[CH:23][CH:24]=2)[C:19]1=[O:28]. The yield is 0.460. (3) The reactants are Br[CH2:2][CH2:3][CH2:4][CH2:5][CH2:6][CH2:7][CH2:8][C:9]([OH:11])=[O:10].C([O-])(=[O:14])C.[Na+].[OH-].[K+].S(=O)(=O)(O)O.[Na+].[Cl-]. The catalyst is CN(C=O)C.O.[I-].[Na+]. The product is [OH:14][CH2:2][CH2:3][CH2:4][CH2:5][CH2:6][CH2:7][CH2:8][C:9]([OH:11])=[O:10]. The yield is 0.980. (4) The reactants are [CH:1]([C:3]1[CH:4]=[C:5]([CH:25]=[CH:26][CH:27]=1)[C:6]([NH:8][C:9]1[S:10][CH:11]=[C:12]([C:19]2[CH:24]=[CH:23][CH:22]=[CH:21][CH:20]=2)[C:13]=1[C:14]([O:16][CH2:17][CH3:18])=[O:15])=[O:7])=O.[NH:28]1[CH2:31][CH:30]([C:32]([OH:34])=[O:33])[CH2:29]1.C([BH3-])#N.[Na+]. The catalyst is CO. The product is [CH2:17]([O:16][C:14]([C:13]1[C:12]([C:19]2[CH:20]=[CH:21][CH:22]=[CH:23][CH:24]=2)=[CH:11][S:10][C:9]=1[NH:8][C:6]([C:5]1[CH:4]=[C:3]([CH:27]=[CH:26][CH:25]=1)[CH2:1][N:28]1[CH2:31][CH:30]([C:32]([OH:34])=[O:33])[CH2:29]1)=[O:7])=[O:15])[CH3:18]. The yield is 0.198. (5) The reactants are [CH3:1][N:2](C)[CH2:3][CH2:4][N:5]1[CH2:10][CH2:9][S:8][C:7]2[CH:11]=[C:12]([N+:15]([O-:17])=[O:16])[CH:13]=[CH:14][C:6]1=2.[C:19](Cl)(=[O:27])[O:20][C:21]1[CH:26]=[CH:25][CH:24]=[CH:23][CH:22]=1. The catalyst is ClCCl.C(N(CC)CC)C.O.C(=O)([O-])[O-].[Na+].[Na+]. The product is [CH3:1][N:2]([CH2:3][CH2:4][N:5]1[CH2:10][CH2:9][S:8][C:7]2[CH:11]=[C:12]([N+:15]([O-:17])=[O:16])[CH:13]=[CH:14][C:6]1=2)[C:19](=[O:27])[O:20][C:21]1[CH:26]=[CH:25][CH:24]=[CH:23][CH:22]=1. The yield is 1.00. (6) The yield is 1.00. The reactants are C[Al](C)C.[NH:5]1[CH2:10][CH2:9][S:8][CH2:7][CH2:6]1.C[O:12][C:13](=O)[C:14]1[CH:19]=[CH:18][C:17]([O:20][CH2:21][C:22]2[C:23]([C:28]3[CH:33]=[CH:32][CH:31]=[C:30]([F:34])[CH:29]=3)=[N:24][O:25][C:26]=2[CH3:27])=[N:16][CH:15]=1.O. The catalyst is O1CCOCC1. The product is [F:34][C:30]1[CH:29]=[C:28]([C:23]2[C:22]([CH2:21][O:20][C:17]3[N:16]=[CH:15][C:14]([C:13]([N:5]4[CH2:10][CH2:9][S:8][CH2:7][CH2:6]4)=[O:12])=[CH:19][CH:18]=3)=[C:26]([CH3:27])[O:25][N:24]=2)[CH:33]=[CH:32][CH:31]=1. (7) The reactants are NC1C=CC(Cl)=CC=1C(C1C=CC(F)=CC=1)=O.[NH2:18][C:19]1[CH:24]=[CH:23][C:22]([CH3:25])=[CH:21][CH:20]=1.[F:26][C:27]1[CH:35]=[CH:34][CH:33]=[C:32]([F:36])[C:28]=1[C:29](Cl)=[O:30]. No catalyst specified. The product is [NH2:18][C:19]1[CH:24]=[CH:23][C:22]([CH3:25])=[CH:21][C:20]=1[C:29]([C:28]1[C:27]([F:26])=[CH:35][CH:34]=[CH:33][C:32]=1[F:36])=[O:30]. The yield is 0.160. (8) The reactants are [NH:1]1[CH2:7][CH2:6][CH2:5][CH2:4][C:3]2[CH:8]=[CH:9][CH:10]=[CH:11][C:2]1=2.[N+:12]([O-])([O-:14])=[O:13].[K+].N. The catalyst is OS(O)(=O)=O. The product is [N+:12]([C:10]1[CH:9]=[CH:8][C:3]2[CH2:4][CH2:5][CH2:6][CH2:7][NH:1][C:2]=2[CH:11]=1)([O-:14])=[O:13]. The yield is 0.510.